The task is: Predict the reactants needed to synthesize the given product.. This data is from Full USPTO retrosynthesis dataset with 1.9M reactions from patents (1976-2016). Given the product [CH:8]1([N:7]2[C:3]([CH2:2][S:20][C:18]3[N:17]=[C:16]([OH:21])[CH:15]=[C:14]([CH3:13])[N:19]=3)=[CH:4][N:5]=[CH:6]2)[CH2:12][CH2:11][CH2:10][CH2:9]1, predict the reactants needed to synthesize it. The reactants are: Cl[CH2:2][C:3]1[N:7]([CH:8]2[CH2:12][CH2:11][CH2:10][CH2:9]2)[CH:6]=[N:5][CH:4]=1.[CH3:13][C:14]1[N:19]=[C:18]([SH:20])[N:17]=[C:16]([OH:21])[CH:15]=1.